Dataset: Reaction yield outcomes from USPTO patents with 853,638 reactions. Task: Predict the reaction yield, written as a fraction of the theoretical maximum amount of product (1.0 means a 100% yield; for example, 0.34 means a 34% yield). (1) The reactants are [F:1][C:2]([F:38])([F:37])[C:3]1[CH:4]=[C:5]([CH:34]=[CH:35][CH:36]=1)[CH2:6][NH:7][C:8](=[O:33])[C:9]1[CH:14]=[CH:13][N:12]=[C:11]([C:15]2[CH:20]=[C:19]([N:21]([CH2:26][CH2:27][O:28][CH3:29])[CH2:22][CH2:23][O:24][CH3:25])[CH:18]=[CH:17][C:16]=2[N+:30]([O-])=O)[CH:10]=1. The catalyst is CO.[Pd]. The product is [F:37][C:2]([F:1])([F:38])[C:3]1[CH:4]=[C:5]([CH:34]=[CH:35][CH:36]=1)[CH2:6][NH:7][C:8](=[O:33])[C:9]1[CH:14]=[CH:13][N:12]=[C:11]([C:15]2[CH:20]=[C:19]([N:21]([CH2:22][CH2:23][O:24][CH3:25])[CH2:26][CH2:27][O:28][CH3:29])[CH:18]=[CH:17][C:16]=2[NH2:30])[CH:10]=1. The yield is 0.710. (2) The reactants are [Br:1][C:2]1[C:3](F)=[C:4]2[C:10]([NH:11][C:12](=[O:18])[CH2:13][S:14]([CH3:17])(=[O:16])=[O:15])=[CH:9][NH:8][C:5]2=[N:6][CH:7]=1.[NH:20]1[CH2:25][CH2:24][CH2:23][C@@H:22]([NH:26][C:27](=[O:33])[O:28][C:29]([CH3:32])([CH3:31])[CH3:30])[CH2:21]1. The catalyst is C(O)(CC)C. The product is [Br:1][C:2]1[C:3]([N:20]2[CH2:25][CH2:24][CH2:23][C@@H:22]([NH:26][C:27](=[O:33])[O:28][C:29]([CH3:31])([CH3:30])[CH3:32])[CH2:21]2)=[C:4]2[C:10]([NH:11][C:12](=[O:18])[CH2:13][S:14]([CH3:17])(=[O:16])=[O:15])=[CH:9][NH:8][C:5]2=[N:6][CH:7]=1. The yield is 0.673. (3) The reactants are Cl.[NH2:2][OH:3].C([O-])(=O)C.[Na+].[CH2:9]1[C:13]2[C:14]3[CH2:20][CH2:19][CH2:18][CH2:17][C:15]=3[S:16][C:12]=2[C:11](=O)[CH2:10]1. The catalyst is CO. The product is [CH2:9]1[C:13]2[C:14]3[CH2:20][CH2:19][CH2:18][CH2:17][C:15]=3[S:16][C:12]=2[C:11](=[N:2][OH:3])[CH2:10]1. The yield is 0.840.